Dataset: Volume of distribution at steady state (VDss) regression data from Lombardo et al.. Task: Regression/Classification. Given a drug SMILES string, predict its absorption, distribution, metabolism, or excretion properties. Task type varies by dataset: regression for continuous measurements (e.g., permeability, clearance, half-life) or binary classification for categorical outcomes (e.g., BBB penetration, CYP inhibition). For this dataset (vdss_lombardo), we predict log10(VDss) (log10 of volume of distribution in L/kg). (1) The compound is CCCS(=O)CCC[NH+](CC)CC(O)COc1ccc(C#N)cc1. The log10(VDss) is 0.260. (2) The compound is CCCC[NH+]1CCCCC1C(=O)Nc1c(C)cccc1C. The log10(VDss) is -0.310.